Dataset: Catalyst prediction with 721,799 reactions and 888 catalyst types from USPTO. Task: Predict which catalyst facilitates the given reaction. Reactant: [C:1]1([C:7]2[N:8]=[C:9]([CH:12]=O)[S:10][CH:11]=2)[CH:6]=[CH:5][CH:4]=[CH:3][CH:2]=1.[NH2:14][C:15]1[CH:20]=[CH:19][C:18]([CH2:21][OH:22])=[CH:17][CH:16]=1.C(O)(=O)C.ClCCCl. Product: [C:1]1([C:7]2[N:8]=[C:9](/[CH:12]=[N:14]/[C:15]3[CH:20]=[CH:19][C:18]([CH2:21][OH:22])=[CH:17][CH:16]=3)[S:10][CH:11]=2)[CH:2]=[CH:3][CH:4]=[CH:5][CH:6]=1. The catalyst class is: 81.